The task is: Regression. Given a peptide amino acid sequence and an MHC pseudo amino acid sequence, predict their binding affinity value. This is MHC class I binding data.. This data is from Peptide-MHC class I binding affinity with 185,985 pairs from IEDB/IMGT. The peptide sequence is FILFFAYVM. The MHC is HLA-A02:06 with pseudo-sequence HLA-A02:06. The binding affinity (normalized) is 0.301.